Task: Predict the reactants needed to synthesize the given product.. Dataset: Full USPTO retrosynthesis dataset with 1.9M reactions from patents (1976-2016) (1) The reactants are: [C:1]([C:5]1[CH:9]=[C:8]([NH:10][C:11]([NH:13][C@@H:14]2[C:23]3[C:18](=[CH:19][CH:20]=[CH:21][CH:22]=3)[C@H:17]([O:24][C:25]3[CH:26]=[CH:27][C:28]4[N:29]([C:31]([N:34]5[CH2:39][CH2:38][CH2:37][CH2:36][C@@H:35]5[CH3:40])=[N:32][N:33]=4)[CH:30]=3)[CH2:16][CH2:15]2)=[O:12])[N:7]([C:41]2[CH:42]=[C:43]([CH:50]=[CH:51][CH:52]=2)[CH2:44][O:45]S(C)(=O)=O)[N:6]=1)([CH3:4])([CH3:3])[CH3:2].[CH3:53]CN(C(C)C)C(C)C.[CH3:62][O:63][CH2:64][CH2:65][NH:66][CH3:67]. Given the product [CH:44]([OH:45])=[O:63].[C:1]([C:5]1[CH:9]=[C:8]([NH:10][C:11]([NH:13][C@@H:14]2[C:23]3[C:18](=[CH:19][CH:20]=[CH:21][CH:22]=3)[C@H:17]([O:24][C:25]3[CH:26]=[CH:27][C:28]4[N:29]([C:31]([N:34]5[CH2:39][CH2:38][CH2:37][CH2:36][C@@H:35]5[CH3:40])=[N:32][N:33]=4)[CH:30]=3)[CH2:16][CH2:15]2)=[O:12])[N:7]([C:41]2[CH:42]=[CH:43][CH:50]=[C:51]([CH2:67][N:66]([CH2:65][CH2:64][O:63][CH3:62])[CH3:53])[CH:52]=2)[N:6]=1)([CH3:2])([CH3:3])[CH3:4], predict the reactants needed to synthesize it. (2) Given the product [CH2:1]([O:3][C:4](=[O:20])[CH:5]([CH2:9][NH:10][C:11]1[C:16]([NH2:17])=[CH:15][CH:14]=[CH:13][N:12]=1)[CH2:6][CH2:7][CH3:8])[CH3:2], predict the reactants needed to synthesize it. The reactants are: [CH2:1]([O:3][C:4](=[O:20])[CH:5]([CH2:9][NH:10][C:11]1[C:16]([N+:17]([O-])=O)=[CH:15][CH:14]=[CH:13][N:12]=1)[CH2:6][CH2:7][CH3:8])[CH3:2].